This data is from Full USPTO retrosynthesis dataset with 1.9M reactions from patents (1976-2016). The task is: Predict the reactants needed to synthesize the given product. Given the product [Cl:27][C:28]1[CH:33]=[CH:32][CH:31]=[CH:30][C:29]=1[S:34]([N:9]1[C:10]2[C:6](=[C:5]3[CH:12]([CH3:24])[N:13]([C:17]([O:19][C:20]([CH3:23])([CH3:22])[CH3:21])=[O:18])[CH2:14][CH2:15][O:16][C:4]3=[C:3]([O:2][CH3:1])[CH:11]=2)[CH:7]=[CH:8]1)(=[O:36])=[O:35], predict the reactants needed to synthesize it. The reactants are: [CH3:1][O:2][C:3]1[CH:11]=[C:10]2[C:6]([CH:7]=[CH:8][NH:9]2)=[C:5]2[CH:12]([CH3:24])[N:13]([C:17]([O:19][C:20]([CH3:23])([CH3:22])[CH3:21])=[O:18])[CH2:14][CH2:15][O:16][C:4]=12.[H-].[Na+].[Cl:27][C:28]1[CH:33]=[CH:32][CH:31]=[CH:30][C:29]=1[S:34](Cl)(=[O:36])=[O:35].